Dataset: Reaction yield outcomes from USPTO patents with 853,638 reactions. Task: Predict the reaction yield, written as a fraction of the theoretical maximum amount of product (1.0 means a 100% yield; for example, 0.34 means a 34% yield). (1) The reactants are [OH-].[K+].[CH2:3]([O:10][C:11]1[CH:20]=[C:19]([O:21][CH2:22][C:23]2[CH:28]=[CH:27][CH:26]=[CH:25][CH:24]=2)[C:18]([C:29]([CH3:31])=[CH2:30])=[CH:17][C:12]=1[C:13]([O:15]C)=[O:14])[C:4]1[CH:9]=[CH:8][CH:7]=[CH:6][CH:5]=1. The catalyst is CO.O. The product is [CH2:3]([O:10][C:11]1[CH:20]=[C:19]([O:21][CH2:22][C:23]2[CH:28]=[CH:27][CH:26]=[CH:25][CH:24]=2)[C:18]([C:29]([CH3:31])=[CH2:30])=[CH:17][C:12]=1[C:13]([OH:15])=[O:14])[C:4]1[CH:5]=[CH:6][CH:7]=[CH:8][CH:9]=1. The yield is 1.00. (2) The reactants are Cl[C:2]1[N:3]=[CH:4][C:5]2[C:10]([CH:11]=1)=[CH:9][CH:8]=[C:7]([O:12][CH3:13])[CH:6]=2.[C:14]([C:17]1[CH:22]=[CH:21][C:20](B(O)O)=[C:19]([F:26])[CH:18]=1)([OH:16])=[O:15].C([O-])([O-])=O.[K+].[K+]. The catalyst is COCCOCCO.O.C1C=CC(P(C2C=CC=CC=2)[C-]2C=CC=C2)=CC=1.C1C=CC(P(C2C=CC=CC=2)[C-]2C=CC=C2)=CC=1.Cl[Pd]Cl.[Fe+2]. The product is [F:26][C:19]1[CH:18]=[C:17]([CH:22]=[CH:21][C:20]=1[C:2]1[N:3]=[CH:4][C:5]2[C:10]([CH:11]=1)=[CH:9][CH:8]=[C:7]([O:12][CH3:13])[CH:6]=2)[C:14]([OH:16])=[O:15]. The yield is 0.300. (3) The reactants are [CH:1]1[C:10]2[C:5](=[CH:6][C:7]([CH2:11]O)=[CH:8][CH:9]=2)[CH:4]=[CH:3][N:2]=1.[BrH:13].C(OCC)C. The catalyst is C(O)(=O)C. The product is [BrH:13].[Br:13][CH2:11][C:7]1[CH:6]=[C:5]2[C:10](=[CH:9][CH:8]=1)[CH:1]=[N:2][CH:3]=[CH:4]2. The yield is 0.730. (4) The reactants are [C:1]([C:5]1[CH:10]=[CH:9][C:8]([NH2:11])=[CH:7][C:6]=1[N+:12]([O-:14])=[O:13])([CH3:4])([CH3:3])[CH3:2].[CH3:15][C:16]([O:19][C:20](O[C:20]([O:19][C:16]([CH3:18])([CH3:17])[CH3:15])=[O:21])=[O:21])([CH3:18])[CH3:17]. The catalyst is [OH-].[Na+].C1COCC1. The product is [C:16]([O:19][C:20](=[O:21])[NH:11][C:8]1[CH:9]=[CH:10][C:5]([C:1]([CH3:4])([CH3:2])[CH3:3])=[C:6]([N+:12]([O-:14])=[O:13])[CH:7]=1)([CH3:18])([CH3:17])[CH3:15]. The yield is 0.740. (5) The reactants are [F:1][C:2]1[CH:3]=[C:4]([NH:8][CH:9]([C:13]2[CH:18]=[CH:17][CH:16]=[CH:15][CH:14]=2)[C:10]([OH:12])=O)[CH:5]=[CH:6][CH:7]=1.[CH:19]1C=CC2N(O)N=NC=2C=1.CCN=C=NCCCN(C)C.[F:40][C:41]1([F:48])[CH2:46][CH2:45][CH:44]([NH2:47])[CH2:43][CH2:42]1. The catalyst is C(Cl)Cl.O.CCN(CC)CC. The product is [F:40][C:41]1([F:48])[CH2:46][CH2:45][CH:44]([NH:47][C:10](=[O:12])[CH:9]([NH:8][C:4]2[CH:5]=[CH:6][CH:7]=[C:2]([F:1])[CH:3]=2)[C:13]2[CH:18]=[CH:17][CH:16]=[CH:15][C:14]=2[CH3:19])[CH2:43][CH2:42]1. The yield is 0.680. (6) The reactants are [N:1]1[CH:2]=[C:3]([C:10]2[O:19][C:13]3=[C:14]([NH2:18])[N:15]=[CH:16][CH:17]=[C:12]3[CH:11]=2)[N:4]2[CH:9]=[CH:8][N:7]=[CH:6][C:5]=12.C1C(=O)N([I:27])C(=O)C1.O. The catalyst is CN(C=O)C. The product is [N:1]1[CH:2]=[C:3]([C:10]2[O:19][C:13]3=[C:14]([NH2:18])[N:15]=[CH:16][C:17]([I:27])=[C:12]3[CH:11]=2)[N:4]2[CH:9]=[CH:8][N:7]=[CH:6][C:5]=12. The yield is 0.670.